This data is from Reaction yield outcomes from USPTO patents with 853,638 reactions. The task is: Predict the reaction yield, written as a fraction of the theoretical maximum amount of product (1.0 means a 100% yield; for example, 0.34 means a 34% yield). (1) The reactants are [CH3:1][N:2]([S:25]([C:28]1[S:29][CH:30]=[CH:31][CH:32]=1)(=[O:27])=[O:26])[C:3]1[CH:4]=[CH:5][CH:6]=[C:7]2[C:11]=1[NH:10][C:9]([C:12]1[S:13][C:14]([CH2:17][O:18][CH2:19][C:20]([O:22]CC)=[O:21])=[CH:15][N:16]=1)=[CH:8]2.[OH-].[Na+].O1CCCC1. The catalyst is CO. The product is [CH3:1][N:2]([S:25]([C:28]1[S:29][CH:30]=[CH:31][CH:32]=1)(=[O:27])=[O:26])[C:3]1[CH:4]=[CH:5][CH:6]=[C:7]2[C:11]=1[NH:10][C:9]([C:12]1[S:13][C:14]([CH2:17][O:18][CH2:19][C:20]([OH:22])=[O:21])=[CH:15][N:16]=1)=[CH:8]2. The yield is 0.450. (2) The reactants are [Cl:1][C:2]1[CH:7]=[C:6]([N+:8]([O-])=O)[CH:5]=[CH:4][C:3]=1[O:11][C:12]1[CH:17]=[CH:16][C:15]([Cl:18])=[CH:14][C:13]=1[Cl:19]. The catalyst is [Fe]. The product is [Cl:1][C:2]1[CH:7]=[C:6]([NH2:8])[CH:5]=[CH:4][C:3]=1[O:11][C:12]1[CH:17]=[CH:16][C:15]([Cl:18])=[CH:14][C:13]=1[Cl:19]. The yield is 0.990.